From a dataset of Forward reaction prediction with 1.9M reactions from USPTO patents (1976-2016). Predict the product of the given reaction. (1) Given the reactants [OH:1][C:2]([C:5]1(C([O-])=O)[O:9][NH:8][CH:7]=[CH:6]1)([CH3:4])[CH3:3].[BH4-].[Na+].O.[CH2:16]([OH:18])C, predict the reaction product. The product is: [OH:1][C:2]([C:5]1[O:9][N:8]=[C:7]([CH2:16][OH:18])[CH:6]=1)([CH3:3])[CH3:4]. (2) Given the reactants [CH3:1][O:2][C:3]1[CH:8]=[CH:7][C:6]([S:9][CH:10]2[CH2:16][CH:15]3[N:17](C(OCC(Cl)(Cl)Cl)=O)[CH:12]([CH2:13][CH2:14]3)[CH2:11]2)=[CH:5][CH:4]=1.P([O-])([O-])(O)=O.[K+].[K+].C(=O)([O-])[O-].[Na+].[Na+], predict the reaction product. The product is: [CH3:1][O:2][C:3]1[CH:8]=[CH:7][C:6]([S:9][CH:10]2[CH2:11][CH:12]3[NH:17][CH:15]([CH2:14][CH2:13]3)[CH2:16]2)=[CH:5][CH:4]=1. (3) Given the reactants [N+:1]([C:4]1[CH:16]=[CH:15][C:7]([CH2:8][N:9]2[CH2:14][CH2:13][CH2:12][CH2:11][CH2:10]2)=[CH:6][CH:5]=1)([O-])=O.Cl.[OH-:18].[Na+].N1([CH2:26][NH:27][C:28]2[CH:33]=[CH:32][CH:31]=[CH:30][CH:29]=2)CCCCC1.[C:34](O)(=O)[CH3:35], predict the reaction product. The product is: [N:9]1([CH2:8][C:7]2[CH:15]=[CH:16][C:4]([NH:1][CH:34]=[C:35]3[C:29]4[C:28](=[CH:33][CH:32]=[CH:31][CH:30]=4)[NH:27][C:26]3=[O:18])=[CH:5][CH:6]=2)[CH2:14][CH2:13][CH2:12][CH2:11][CH2:10]1. (4) Given the reactants [CH2:1]([O:8][CH2:9][CH2:10][C@H:11]([NH2:15])[CH2:12][O:13][CH3:14])[C:2]1[CH:7]=[CH:6][CH:5]=[CH:4][CH:3]=1.[CH3:16][O:17][CH:18]([O:21][CH3:22])[CH:19]=O.S([O-])([O-])(=O)=O.[Mg+2].C(O)(=O)C.C([BH3-])#N.[Na+], predict the reaction product. The product is: [CH2:1]([O:8][CH2:9][CH2:10][C@H:11]([NH:15][CH2:19][CH:18]([O:21][CH3:22])[O:17][CH3:16])[CH2:12][O:13][CH3:14])[C:2]1[CH:7]=[CH:6][CH:5]=[CH:4][CH:3]=1. (5) Given the reactants Cl[CH2:2][CH2:3][CH:4]([C:12]1[C:20]2[C:15](=[C:16]([CH2:22][S:23][CH3:24])[CH:17]=[C:18]([F:21])[CH:19]=2)[NH:14][CH:13]=1)[C:5]1[CH:10]=[CH:9][C:8]([Cl:11])=[CH:7][CH:6]=1.[C-:25]#[N:26].[K+], predict the reaction product. The product is: [Cl:11][C:8]1[CH:9]=[CH:10][C:5]([CH:4]([C:12]2[C:20]3[C:15](=[C:16]([CH2:22][S:23][CH3:24])[CH:17]=[C:18]([F:21])[CH:19]=3)[NH:14][CH:13]=2)[CH2:3][CH2:2][C:25]#[N:26])=[CH:6][CH:7]=1. (6) Given the reactants [NH:1]([C:10]([O:12][C:13]([CH3:16])([CH3:15])[CH3:14])=[O:11])[NH:2][C:3]([O:5][C:6]([CH3:9])([CH3:8])[CH3:7])=[O:4].[H-].[Na+].Br[CH2:20][CH2:21][CH2:22][CH2:23]Br.O, predict the reaction product. The product is: [C:13]([O:12][C:10]([N:1]1[CH2:23][CH2:22][CH2:21][CH2:20][N:2]1[C:3]([O:5][C:6]([CH3:7])([CH3:8])[CH3:9])=[O:4])=[O:11])([CH3:16])([CH3:15])[CH3:14]. (7) Given the reactants [C:1]1([CH:7]([C:11]2[CH:16]=[CH:15][CH:14]=[CH:13][CH:12]=2)[C:8](Cl)=[O:9])[CH:6]=[CH:5][CH:4]=[CH:3][CH:2]=1.Br.[Br:18][CH2:19][CH2:20][CH2:21][NH2:22].C(N(CC)CC)C.O, predict the reaction product. The product is: [Br:18][CH2:19][CH2:20][CH2:21][NH:22][C:8](=[O:9])[CH:7]([C:11]1[CH:16]=[CH:15][CH:14]=[CH:13][CH:12]=1)[C:1]1[CH:6]=[CH:5][CH:4]=[CH:3][CH:2]=1.